Dataset: Catalyst prediction with 721,799 reactions and 888 catalyst types from USPTO. Task: Predict which catalyst facilitates the given reaction. Reactant: [S:1]1[CH:5]=[CH:4][CH:3]=[CH:2]1.[Li]CCCC.[CH2:11]([CH:15]([CH2:18][CH2:19][CH2:20][CH2:21][CH2:22][CH3:23])[CH2:16]I)[CH2:12][CH2:13][CH3:14].O. Product: [CH2:11]([CH:15]([CH2:18][CH2:19][CH2:20][CH2:21][CH2:22][CH3:23])[CH2:16][C:2]1[S:1][CH:5]=[CH:4][CH:3]=1)[CH2:12][CH2:13][CH3:14]. The catalyst class is: 1.